Dataset: NCI-60 drug combinations with 297,098 pairs across 59 cell lines. Task: Regression. Given two drug SMILES strings and cell line genomic features, predict the synergy score measuring deviation from expected non-interaction effect. (1) Drug 1: CC(C)NC(=O)C1=CC=C(C=C1)CNNC.Cl. Drug 2: CC(C)CN1C=NC2=C1C3=CC=CC=C3N=C2N. Cell line: SN12C. Synergy scores: CSS=4.88, Synergy_ZIP=-4.05, Synergy_Bliss=-3.92, Synergy_Loewe=-7.08, Synergy_HSA=-4.59. (2) Drug 1: CC1=CC=C(C=C1)C2=CC(=NN2C3=CC=C(C=C3)S(=O)(=O)N)C(F)(F)F. Drug 2: CN(C(=O)NC(C=O)C(C(C(CO)O)O)O)N=O. Cell line: HS 578T. Synergy scores: CSS=4.41, Synergy_ZIP=0.564, Synergy_Bliss=-0.0751, Synergy_Loewe=-1.24, Synergy_HSA=-2.39. (3) Drug 1: CC1=C(C=C(C=C1)NC2=NC=CC(=N2)N(C)C3=CC4=NN(C(=C4C=C3)C)C)S(=O)(=O)N.Cl. Drug 2: CC1=C2C(C(=O)C3(C(CC4C(C3C(C(C2(C)C)(CC1OC(=O)C(C(C5=CC=CC=C5)NC(=O)C6=CC=CC=C6)O)O)OC(=O)C7=CC=CC=C7)(CO4)OC(=O)C)O)C)OC(=O)C. Cell line: RPMI-8226. Synergy scores: CSS=74.9, Synergy_ZIP=13.4, Synergy_Bliss=12.9, Synergy_Loewe=-36.4, Synergy_HSA=7.87. (4) Drug 1: CC(CN1CC(=O)NC(=O)C1)N2CC(=O)NC(=O)C2. Drug 2: CC1C(C(=O)NC(C(=O)N2CCCC2C(=O)N(CC(=O)N(C(C(=O)O1)C(C)C)C)C)C(C)C)NC(=O)C3=C4C(=C(C=C3)C)OC5=C(C(=O)C(=C(C5=N4)C(=O)NC6C(OC(=O)C(N(C(=O)CN(C(=O)C7CCCN7C(=O)C(NC6=O)C(C)C)C)C)C(C)C)C)N)C. Cell line: UACC62. Synergy scores: CSS=17.1, Synergy_ZIP=-4.91, Synergy_Bliss=1.33, Synergy_Loewe=1.93, Synergy_HSA=1.84. (5) Drug 1: COC1=CC(=CC(=C1O)OC)C2C3C(COC3=O)C(C4=CC5=C(C=C24)OCO5)OC6C(C(C7C(O6)COC(O7)C8=CC=CS8)O)O. Drug 2: CC1C(C(CC(O1)OC2CC(CC3=C2C(=C4C(=C3O)C(=O)C5=CC=CC=C5C4=O)O)(C(=O)C)O)N)O. Cell line: HL-60(TB). Synergy scores: CSS=47.6, Synergy_ZIP=-10.6, Synergy_Bliss=-19.1, Synergy_Loewe=-16.7, Synergy_HSA=-15.1. (6) Drug 1: C1CCC(CC1)NC(=O)N(CCCl)N=O. Drug 2: CC1CCC2CC(C(=CC=CC=CC(CC(C(=O)C(C(C(=CC(C(=O)CC(OC(=O)C3CCCCN3C(=O)C(=O)C1(O2)O)C(C)CC4CCC(C(C4)OC)OCCO)C)C)O)OC)C)C)C)OC. Cell line: M14. Synergy scores: CSS=13.9, Synergy_ZIP=1.39, Synergy_Bliss=5.39, Synergy_Loewe=1.89, Synergy_HSA=5.28. (7) Drug 1: C1=CC=C(C(=C1)C(C2=CC=C(C=C2)Cl)C(Cl)Cl)Cl. Cell line: SK-MEL-2. Drug 2: CC(C)(C#N)C1=CC(=CC(=C1)CN2C=NC=N2)C(C)(C)C#N. Synergy scores: CSS=-8.58, Synergy_ZIP=5.22, Synergy_Bliss=1.60, Synergy_Loewe=-7.31, Synergy_HSA=-6.44. (8) Drug 1: CCC1(CC2CC(C3=C(CCN(C2)C1)C4=CC=CC=C4N3)(C5=C(C=C6C(=C5)C78CCN9C7C(C=CC9)(C(C(C8N6C=O)(C(=O)OC)O)OC(=O)C)CC)OC)C(=O)OC)O.OS(=O)(=O)O. Drug 2: C1CC(=O)NC(=O)C1N2C(=O)C3=CC=CC=C3C2=O. Cell line: M14. Synergy scores: CSS=1.66, Synergy_ZIP=0.496, Synergy_Bliss=2.74, Synergy_Loewe=-4.57, Synergy_HSA=0.424.